This data is from Peptide-MHC class I binding affinity with 185,985 pairs from IEDB/IMGT. The task is: Regression. Given a peptide amino acid sequence and an MHC pseudo amino acid sequence, predict their binding affinity value. This is MHC class I binding data. (1) The peptide sequence is LAYFPVFRFLNGS. The MHC is HLA-A33:01 with pseudo-sequence HLA-A33:01. The binding affinity (normalized) is 0.183. (2) The peptide sequence is ETSWHYDQDH. The MHC is HLA-B57:01 with pseudo-sequence HLA-B57:01. The binding affinity (normalized) is 0.284. (3) The peptide sequence is NGNFNFERV. The MHC is HLA-B40:01 with pseudo-sequence HLA-B40:01. The binding affinity (normalized) is 0.213. (4) The peptide sequence is VVVNVMTL. The MHC is H-2-Db with pseudo-sequence H-2-Db. The binding affinity (normalized) is 0.393.